Regression. Given a peptide amino acid sequence and an MHC pseudo amino acid sequence, predict their binding affinity value. This is MHC class II binding data. From a dataset of Peptide-MHC class II binding affinity with 134,281 pairs from IEDB. (1) The peptide sequence is SSYAATEVANAAAAS. The MHC is DRB1_0901 with pseudo-sequence DRB1_0901. The binding affinity (normalized) is 0.433. (2) The peptide sequence is RPRWCDERVSSDQSA. The MHC is DRB1_0801 with pseudo-sequence DRB1_0801. The binding affinity (normalized) is 0.284. (3) The peptide sequence is FKVAATAAATAPADD. The MHC is HLA-DPA10201-DPB11401 with pseudo-sequence HLA-DPA10201-DPB11401. The binding affinity (normalized) is 0.345. (4) The peptide sequence is VLTYNGKRLEPNWAS. The MHC is DRB1_1101 with pseudo-sequence DRB1_1101. The binding affinity (normalized) is 0.284. (5) The peptide sequence is IPTAFSIGKTYKPEE. The binding affinity (normalized) is 0.0328. The MHC is HLA-DQA10501-DQB10201 with pseudo-sequence HLA-DQA10501-DQB10201. (6) The peptide sequence is TLSVTFIGAAPLILSY. The MHC is DRB1_0101 with pseudo-sequence DRB1_0101. The binding affinity (normalized) is 0.904.